Task: Predict the product of the given reaction.. Dataset: Forward reaction prediction with 1.9M reactions from USPTO patents (1976-2016) (1) Given the reactants [Br:1][C:2]1[O:6][C:5]([C:7]([OH:9])=O)=[CH:4][CH:3]=1.[CH2:10]([O:12][C:13](=[O:25])[C:14](=[CH:17][C:18]1[CH:23]=[CH:22][CH:21]=[C:20]([NH2:24])[CH:19]=1)[CH2:15][CH3:16])[CH3:11], predict the reaction product. The product is: [CH2:10]([O:12][C:13](=[O:25])[C:14](=[CH:17][C:18]1[CH:23]=[CH:22][CH:21]=[C:20]([NH:24][C:7]([C:5]2[O:6][C:2]([Br:1])=[CH:3][CH:4]=2)=[O:9])[CH:19]=1)[CH2:15][CH3:16])[CH3:11]. (2) Given the reactants Cl[C:2]1[C:28]([CH3:29])=[CH:27][C:5]2[N:6]=[C:7]3[C:12]([N:13]([CH2:14][CH2:15][CH2:16][CH2:17][CH2:18][CH2:19][C:20]([O:22][CH2:23][CH3:24])=[O:21])[C:4]=2[CH:3]=1)=[N:11][C:10](=[O:25])[NH:9][C:8]3=[O:26].[CH:30]1([NH2:35])[CH2:34][CH2:33][CH2:32][CH2:31]1, predict the reaction product. The product is: [CH:30]1([NH:35][C:2]2[C:28]([CH3:29])=[CH:27][C:5]3[N:6]=[C:7]4[C:12]([N:13]([CH2:14][CH2:15][CH2:16][CH2:17][CH2:18][CH2:19][C:20]([O:22][CH2:23][CH3:24])=[O:21])[C:4]=3[CH:3]=2)=[N:11][C:10](=[O:25])[NH:9][C:8]4=[O:26])[CH2:34][CH2:33][CH2:32][CH2:31]1. (3) The product is: [F:11][C:8]1[CH:9]=[CH:10][C:5]([C:3]([C:2]2[N:14]3[N:15]=[CH:16][CH:17]=[CH:18][C:13]3=[CH:12][CH:19]=2)=[O:4])=[CH:6][CH:7]=1. Given the reactants Br[CH2:2][C:3]([C:5]1[CH:10]=[CH:9][C:8]([F:11])=[CH:7][CH:6]=1)=[O:4].[CH3:12][C:13]1[N:14]=[N:15][CH:16]=[CH:17][CH:18]=1.[CH3:19]N(C=O)C.COS(OC)(=O)=O, predict the reaction product. (4) Given the reactants [C:1]([N:4]1[C:13]2[C:8](=[CH:9][C:10]([C:14]3[CH:32]=[CH:31][C:17]([C:18]([NH:20][CH2:21][CH2:22][NH:23]C(=O)OC(C)(C)C)=[O:19])=[CH:16][CH:15]=3)=[CH:11][CH:12]=2)[C@H:7]([NH:33][C:34]2[CH:39]=[CH:38][C:37]([C:40]#[N:41])=[CH:36][N:35]=2)[CH2:6][C@@H:5]1[CH3:42])(=[O:3])[CH3:2].[ClH:43], predict the reaction product. The product is: [ClH:43].[C:1]([N:4]1[C:13]2[C:8](=[CH:9][C:10]([C:14]3[CH:32]=[CH:31][C:17]([C:18]([NH:20][CH2:21][CH2:22][NH2:23])=[O:19])=[CH:16][CH:15]=3)=[CH:11][CH:12]=2)[C@H:7]([NH:33][C:34]2[CH:39]=[CH:38][C:37]([C:40]#[N:41])=[CH:36][N:35]=2)[CH2:6][C@@H:5]1[CH3:42])(=[O:3])[CH3:2]. (5) The product is: [CH2:31]([O:30][C:26](=[O:29])[CH:27]([OH:28])[CH:13]([CH3:14])[C:12](=[O:15])[C:9]1[S:8][C:7]([C:1]2[CH:2]=[CH:3][CH:4]=[CH:5][CH:6]=2)=[N:11][CH:10]=1)[CH3:32]. Given the reactants [C:1]1([C:7]2[S:8][C:9]([C:12](=[O:15])[CH2:13][CH3:14])=[CH:10][N:11]=2)[CH:6]=[CH:5][CH:4]=[CH:3][CH:2]=1.C[Si]([N-][Si](C)(C)C)(C)C.[Li+].[C:26]([O:30][CH2:31][CH3:32])(=[O:29])[CH:27]=[O:28], predict the reaction product. (6) Given the reactants [NH:1]1[CH:5]=[CH:4][N:3]=[CH:2]1.[OH-].[Na+].O.O.O.O.O.O.S([O-])([O-])(=O)=O.[Zn+2:19], predict the reaction product. The product is: [N-:1]1[CH:5]=[CH:4][N:3]=[CH:2]1.[Zn+2:19].[N-:1]1[CH:5]=[CH:4][N:3]=[CH:2]1. (7) Given the reactants Cl[C:2]1[CH:11]=[CH:10][C:9]2[C:4](=[CH:5][CH:6]=[C:7]([O:12][C:13]([F:16])([F:15])[F:14])[CH:8]=2)[N:3]=1.[NH:17]1[CH2:22][CH2:21][NH:20][CH2:19][CH2:18]1, predict the reaction product. The product is: [N:17]1([C:2]2[CH:11]=[CH:10][C:9]3[C:4](=[CH:5][CH:6]=[C:7]([O:12][C:13]([F:16])([F:15])[F:14])[CH:8]=3)[N:3]=2)[CH2:22][CH2:21][NH:20][CH2:19][CH2:18]1. (8) Given the reactants [Br:1][C:2]1[CH:3]=[CH:4][C:5]([F:28])=[C:6](/[C:8](=[N:21]\[S@@:22]([C:24]([CH3:27])([CH3:26])[CH3:25])=[O:23])/[CH2:9][C:10]2([O:13][Si:14]([C:17]([CH3:20])([CH3:19])[CH3:18])([CH3:16])[CH3:15])[CH2:12][CH2:11]2)[CH:7]=1.[Li][CH3:30], predict the reaction product. The product is: [Br:1][C:2]1[CH:3]=[CH:4][C:5]([F:28])=[C:6]([C@:8]([NH:21][S@@:22]([C:24]([CH3:27])([CH3:26])[CH3:25])=[O:23])([CH3:30])[CH2:9][C:10]2([O:13][Si:14]([C:17]([CH3:20])([CH3:19])[CH3:18])([CH3:16])[CH3:15])[CH2:11][CH2:12]2)[CH:7]=1. (9) Given the reactants Br[C:2]1[CH:7]=[C:6]([C:8]([N:10]2[CH2:14][CH2:13][CH:12]([C:15]3[CH:16]=[N:17][CH:18]=[CH:19][CH:20]=3)[CH2:11]2)=[O:9])[CH:5]=[CH:4][C:3]=1[C:21]1[CH:26]=[C:25]([C:27]([F:30])([F:29])[F:28])[CH:24]=[C:23]([C:31]([F:34])([F:33])[F:32])[CH:22]=1.[NH:35]1[CH:39]=[CH:38][CH:37]=[N:36]1.C(=NO)C1C(=CC=CC=1)O.C(=O)([O-])[O-].[Cs+].[Cs+], predict the reaction product. The product is: [N:35]1([C:2]2[CH:7]=[C:6]([C:8]([N:10]3[CH2:14][CH2:13][CH:12]([C:15]4[CH:16]=[N:17][CH:18]=[CH:19][CH:20]=4)[CH2:11]3)=[O:9])[CH:5]=[CH:4][C:3]=2[C:21]2[CH:26]=[C:25]([C:27]([F:30])([F:29])[F:28])[CH:24]=[C:23]([C:31]([F:34])([F:33])[F:32])[CH:22]=2)[CH:39]=[CH:38][CH:37]=[N:36]1.